This data is from NCI-60 drug combinations with 297,098 pairs across 59 cell lines. The task is: Regression. Given two drug SMILES strings and cell line genomic features, predict the synergy score measuring deviation from expected non-interaction effect. (1) Drug 1: CN(CC1=CN=C2C(=N1)C(=NC(=N2)N)N)C3=CC=C(C=C3)C(=O)NC(CCC(=O)O)C(=O)O. Drug 2: C1CC(=O)NC(=O)C1N2C(=O)C3=CC=CC=C3C2=O. Cell line: UACC-257. Synergy scores: CSS=39.8, Synergy_ZIP=0.110, Synergy_Bliss=-1.41, Synergy_Loewe=-47.9, Synergy_HSA=-2.50. (2) Drug 1: C1CCN(CC1)CCOC2=CC=C(C=C2)C(=O)C3=C(SC4=C3C=CC(=C4)O)C5=CC=C(C=C5)O. Drug 2: C1CC(=O)NC(=O)C1N2CC3=C(C2=O)C=CC=C3N. Cell line: U251. Synergy scores: CSS=1.49, Synergy_ZIP=-2.38, Synergy_Bliss=-5.86, Synergy_Loewe=-4.64, Synergy_HSA=-4.23. (3) Drug 1: CC1=C(C(CCC1)(C)C)C=CC(=CC=CC(=CC(=O)O)C)C. Drug 2: CC1CCCC2(C(O2)CC(NC(=O)CC(C(C(=O)C(C1O)C)(C)C)O)C(=CC3=CSC(=N3)C)C)C. Cell line: MOLT-4. Synergy scores: CSS=71.4, Synergy_ZIP=3.78, Synergy_Bliss=4.57, Synergy_Loewe=-23.3, Synergy_HSA=2.97. (4) Drug 1: CC1CCC2CC(C(=CC=CC=CC(CC(C(=O)C(C(C(=CC(C(=O)CC(OC(=O)C3CCCCN3C(=O)C(=O)C1(O2)O)C(C)CC4CCC(C(C4)OC)O)C)C)O)OC)C)C)C)OC. Drug 2: CC12CCC3C(C1CCC2OP(=O)(O)O)CCC4=C3C=CC(=C4)OC(=O)N(CCCl)CCCl.[Na+]. Cell line: NCIH23. Synergy scores: CSS=16.5, Synergy_ZIP=-6.46, Synergy_Bliss=-3.38, Synergy_Loewe=-21.9, Synergy_HSA=-2.93. (5) Drug 1: CN(C)C1=NC(=NC(=N1)N(C)C)N(C)C. Drug 2: CC1=CC=C(C=C1)C2=CC(=NN2C3=CC=C(C=C3)S(=O)(=O)N)C(F)(F)F. Cell line: MDA-MB-231. Synergy scores: CSS=-2.14, Synergy_ZIP=1.64, Synergy_Bliss=0.930, Synergy_Loewe=-4.11, Synergy_HSA=-2.76. (6) Drug 1: CC1=C(C(=CC=C1)Cl)NC(=O)C2=CN=C(S2)NC3=CC(=NC(=N3)C)N4CCN(CC4)CCO. Drug 2: C1CN(CCN1C(=O)CCBr)C(=O)CCBr. Cell line: NCI-H322M. Synergy scores: CSS=-0.206, Synergy_ZIP=-0.793, Synergy_Bliss=-3.06, Synergy_Loewe=-13.2, Synergy_HSA=-5.18.